This data is from Forward reaction prediction with 1.9M reactions from USPTO patents (1976-2016). The task is: Predict the product of the given reaction. (1) Given the reactants Br[C:2]([F:10])([F:9])[C:3]([F:8])([F:7])[CH2:4][CH2:5][OH:6].C(#N)C.C(=O)([O-])O.[Na+:18].[S:19](S([O-])=O)([O-:21])=[O:20].[Na+].[Na+], predict the reaction product. The product is: [F:9][C:2]([F:10])([S:19]([O-:21])=[O:20])[C:3]([F:8])([F:7])[CH2:4][CH2:5][OH:6].[Na+:18]. (2) Given the reactants COC1C=CC(C[C:8]2[C:16]([O:17][C:18](=[O:34])[C@H:19]([CH:31]([CH3:33])[CH3:32])[NH:20][C:21]([O:23][CH2:24][C:25]3[CH:30]=[CH:29][CH:28]=[CH:27][CH:26]=3)=[O:22])=[CH:15][CH:14]=[CH:13][C:9]=2[C:10]([O-:12])=[O:11])=CC=1.FC(F)(F)C(O)=O, predict the reaction product. The product is: [CH2:24]([O:23][C:21]([NH:20][C@H:19]([C:18]([O:17][C:16]1[CH:8]=[C:9]([CH:13]=[CH:14][CH:15]=1)[C:10]([OH:12])=[O:11])=[O:34])[CH:31]([CH3:33])[CH3:32])=[O:22])[C:25]1[CH:30]=[CH:29][CH:28]=[CH:27][CH:26]=1. (3) The product is: [NH2:21][C:5]1[NH:6][C:7]2[C:3]([N:4]=1)=[C:2]([NH:27][C@H:28]([CH2:31][CH3:32])[CH2:29][OH:30])[N:10]=[C:9]([S:11][CH2:12][C:13]1[CH:18]=[CH:17][CH:16]=[C:15]([F:19])[C:14]=1[F:20])[N:8]=2. Given the reactants Br[C:2]1[N:10]=[C:9]([S:11][CH2:12][C:13]2[CH:18]=[CH:17][CH:16]=[C:15]([F:19])[C:14]=2[F:20])[N:8]=[C:7]2[C:3]=1[N:4]=[C:5]([NH:21]C(=O)OCC)[NH:6]2.[NH2:27][C@H:28]([CH2:31][CH3:32])[CH2:29][OH:30], predict the reaction product. (4) Given the reactants [Cl:1][C:2]1[C:10]([CH3:11])=[N:9][C:8]2[N:4]([N:5]=[C:6]3[CH2:14][N:13]([C:15]([C:17]4[CH:22]=[CH:21][CH:20]=[CH:19][C:18]=4[O:23][CH:24]([CH3:27])[CH2:25][OH:26])=[O:16])[CH2:12][C:7]3=2)[C:3]=1[CH3:28], predict the reaction product. The product is: [Cl:1][C:2]1[C:10]([CH3:11])=[N:9][C:8]2[N:4]([N:5]=[C:6]3[CH2:14][N:13]([C:15]([C:17]4[CH:22]=[CH:21][CH:20]=[CH:19][C:18]=4[O:23][CH:24]([CH3:27])[CH:25]=[O:26])=[O:16])[CH2:12][C:7]3=2)[C:3]=1[CH3:28]. (5) Given the reactants [OH-].[K+].[Cl:3][C:4]1[CH:9]=[CH:8][C:7]([C:10]2([CH:20]([C:26]#[N:27])[C:21]([O:23]CC)=[O:22])[CH2:19][CH2:18][C:13]3([O:17][CH2:16][CH2:15][O:14]3)[CH2:12][CH2:11]2)=[CH:6][CH:5]=1, predict the reaction product. The product is: [Cl:3][C:4]1[CH:9]=[CH:8][C:7]([C:10]2([CH:20]([C:26]#[N:27])[C:21]([OH:23])=[O:22])[CH2:19][CH2:18][C:13]3([O:14][CH2:15][CH2:16][O:17]3)[CH2:12][CH2:11]2)=[CH:6][CH:5]=1. (6) Given the reactants [Br:1][C:2]1[CH:3]=[CH:4][C:5]([C:8]([OH:10])=O)=[N:6][CH:7]=1.ON1C2C=CC=CC=2N=N1.[CH:21]1([N:25]2[CH2:31][CH2:30][C:29]3[CH:32]=[CH:33][C:34]([NH2:36])=[CH:35][C:28]=3[CH2:27][CH2:26]2)[CH2:24][CH2:23][CH2:22]1, predict the reaction product. The product is: [Br:1][C:2]1[CH:3]=[CH:4][C:5]([C:8]([NH:36][C:34]2[CH:33]=[CH:32][C:29]3[CH2:30][CH2:31][N:25]([CH:21]4[CH2:22][CH2:23][CH2:24]4)[CH2:26][CH2:27][C:28]=3[CH:35]=2)=[O:10])=[N:6][CH:7]=1.